Dataset: Peptide-MHC class I binding affinity with 185,985 pairs from IEDB/IMGT. Task: Regression. Given a peptide amino acid sequence and an MHC pseudo amino acid sequence, predict their binding affinity value. This is MHC class I binding data. (1) The peptide sequence is MLREGNQAF. The MHC is HLA-B39:01 with pseudo-sequence HLA-B39:01. The binding affinity (normalized) is 0.0847. (2) The peptide sequence is YFKRELKSF. The MHC is HLA-A69:01 with pseudo-sequence HLA-A69:01. The binding affinity (normalized) is 0.0847. (3) The peptide sequence is LALGFFLRK. The MHC is HLA-A11:01 with pseudo-sequence HLA-A11:01. The binding affinity (normalized) is 0.791. (4) The peptide sequence is AVIPFDDIV. The MHC is HLA-A68:02 with pseudo-sequence HLA-A68:02. The binding affinity (normalized) is 0.371. (5) The peptide sequence is LERPLAVQL. The MHC is HLA-A29:02 with pseudo-sequence HLA-A29:02. The binding affinity (normalized) is 0.213. (6) The peptide sequence is LSEEANWAF. The MHC is HLA-B08:01 with pseudo-sequence HLA-B08:01. The binding affinity (normalized) is 0.0847. (7) The peptide sequence is MMWIPGWFG. The MHC is HLA-B27:03 with pseudo-sequence HLA-B27:03. The binding affinity (normalized) is 0.0847. (8) The peptide sequence is IPLTEEAEL. The MHC is HLA-A23:01 with pseudo-sequence HLA-A23:01. The binding affinity (normalized) is 0.